Dataset: Full USPTO retrosynthesis dataset with 1.9M reactions from patents (1976-2016). Task: Predict the reactants needed to synthesize the given product. Given the product [Br:9][C:10]1[C:14]2[C:15]([NH2:19])=[N:16][CH:17]=[C:18]([Cl:8])[C:13]=2[N:12]([C@@H:20]2[CH2:25][CH2:24][CH2:23][NH:22][CH2:21]2)[N:11]=1, predict the reactants needed to synthesize it. The reactants are: C1C(=O)N([Cl:8])C(=O)C1.[Br:9][C:10]1[C:14]2[C:15]([NH2:19])=[N:16][CH:17]=[CH:18][C:13]=2[N:12]([C@@H:20]2[CH2:25][CH2:24][CH2:23][NH:22][CH2:21]2)[N:11]=1.